Task: Predict the reactants needed to synthesize the given product.. Dataset: Full USPTO retrosynthesis dataset with 1.9M reactions from patents (1976-2016) (1) The reactants are: [CH3:1][O:2][C:3]1[CH:4]=[C:5]([NH:12][NH2:13])[CH:6]=[CH:7][C:8]=1[N+:9]([O-:11])=[O:10].[CH3:14][C:15]([O:18][C:19](O[C:19]([O:18][C:15]([CH3:17])([CH3:16])[CH3:14])=[O:20])=[O:20])([CH3:17])[CH3:16].C(=O)([O-])[O-].[Na+].[Na+]. Given the product [CH3:1][O:2][C:3]1[CH:4]=[C:5]([NH:12][NH:13][C:19]([O:18][C:15]([CH3:17])([CH3:16])[CH3:14])=[O:20])[CH:6]=[CH:7][C:8]=1[N+:9]([O-:11])=[O:10], predict the reactants needed to synthesize it. (2) Given the product [CH3:39][C:35]1[CH:34]=[C:33](/[C:4](=[N:3]/[OH:2])/[CH2:5][C@H:6]([C:14]2[CH:19]=[CH:18][C:17]([C:20]3[CH2:25][CH2:24][NH:23][CH2:22][CH:21]=3)=[CH:16][CH:15]=2)[C:7]2[CH:12]=[CH:11][CH:10]=[CH:9][C:8]=2[CH3:13])[CH:38]=[CH:37][N:36]=1, predict the reactants needed to synthesize it. The reactants are: Cl.[OH:2]/[N:3]=[C:4](/[C:33]1[CH:38]=[CH:37][N:36]=[C:35]([CH3:39])[CH:34]=1)\[CH2:5][C@H:6]([C:14]1[CH:19]=[CH:18][C:17]([C:20]2[CH2:25][CH2:24][N:23](C(OC(C)(C)C)=O)[CH2:22][CH:21]=2)=[CH:16][CH:15]=1)[C:7]1[CH:12]=[CH:11][CH:10]=[CH:9][C:8]=1[CH3:13].C(=O)([O-])O.[Na+]. (3) Given the product [CH3:22][N:19]1[CH2:20][CH2:21][N:16]([CH:15]2[CH:12]([C:4]3[N:5]4[CH:10]=[CH:9][N:8]=[C:7]([NH2:11])[C:6]4=[C:2]([C:33]4[CH:32]=[C:31]5[C:36]([C:37]([C:39]([F:42])([F:40])[F:41])=[CH:38][C:29]([C:23]6[CH:28]=[CH:27][CH:26]=[CH:25][CH:24]=6)=[N:30]5)=[CH:35][CH:34]=4)[N:3]=3)[CH2:13][CH2:14]2)[CH2:17][CH2:18]1, predict the reactants needed to synthesize it. The reactants are: I[C:2]1[N:3]=[C:4]([CH:12]2[CH:15]([N:16]3[CH2:21][CH2:20][N:19]([CH3:22])[CH2:18][CH2:17]3)[CH2:14][CH2:13]2)[N:5]2[CH:10]=[CH:9][N:8]=[C:7]([NH2:11])[C:6]=12.[C:23]1([C:29]2[CH:38]=[C:37]([C:39]([F:42])([F:41])[F:40])[C:36]3[C:31](=[CH:32][C:33](B4OC(C)(C)C(C)(C)O4)=[CH:34][CH:35]=3)[N:30]=2)[CH:28]=[CH:27][CH:26]=[CH:25][CH:24]=1.C(=O)([O-])[O-].[Cs+].[Cs+].COCCOC. (4) Given the product [F:1][C:2]1[CH:3]=[C:4]([CH:8]=[CH:9][CH:10]=1)[C:5]([NH:59][C:57]1[S:56][C:46]2[C:47]([N:50]3[CH2:55][CH2:54][O:53][CH2:52][CH2:51]3)=[N:48][CH:49]=[C:44]([O:43][CH3:42])[C:45]=2[N:58]=1)=[O:7], predict the reactants needed to synthesize it. The reactants are: [F:1][C:2]1[CH:3]=[C:4]([CH:8]=[CH:9][CH:10]=1)[C:5]([OH:7])=O.CN(C(ON1N=NC2C=CC=NC1=2)=[N+](C)C)C.F[P-](F)(F)(F)(F)F.CN1CCOCC1.[CH3:42][O:43][C:44]1[C:45]2[N:58]=[C:57]([NH2:59])[S:56][C:46]=2[C:47]([N:50]2[CH2:55][CH2:54][O:53][CH2:52][CH2:51]2)=[N:48][CH:49]=1. (5) Given the product [F:1][CH2:2][CH2:3][N:4]1[CH2:9][CH2:8][N:7]([C:10]2[CH:15]=[CH:14][C:13]([C:16]3[NH:17][C:18]4[C:23]([N:24]=3)=[C:22]([C:25]3[CH:26]=[CH:27][C:28]([O:33][CH:34]5[CH2:39][CH2:38][N:37]([C:42](=[O:41])[CH2:43][OH:44])[CH2:36][CH2:35]5)=[C:29]([CH:32]=3)[C:30]#[N:31])[N:21]=[CH:20][N:19]=4)=[CH:12][CH:11]=2)[CH2:6][CH:5]1[CH3:40], predict the reactants needed to synthesize it. The reactants are: [F:1][CH2:2][CH2:3][N:4]1[CH2:9][CH2:8][N:7]([C:10]2[CH:15]=[CH:14][C:13]([C:16]3[NH:17][C:18]4[C:23]([N:24]=3)=[C:22]([C:25]3[CH:26]=[CH:27][C:28]([O:33][CH:34]5[CH2:39][CH2:38][NH:37][CH2:36][CH2:35]5)=[C:29]([CH:32]=3)[C:30]#[N:31])[N:21]=[CH:20][N:19]=4)=[CH:12][CH:11]=2)[CH2:6][CH:5]1[CH3:40].[OH:41][CH2:42][C:43](O)=[O:44].CCN(C(C)C)C(C)C.CN(C(ON1N=NC2C=CC=NC1=2)=[N+](C)C)C.F[P-](F)(F)(F)(F)F.